From a dataset of Full USPTO retrosynthesis dataset with 1.9M reactions from patents (1976-2016). Predict the reactants needed to synthesize the given product. (1) Given the product [F:25][C:20]1[CH:21]=[CH:22][CH:23]=[C:24]2[C:19]=1[N:18]=[C:17]([C:26]([NH:28][C@H:29]1[CH2:34][CH2:33][CH2:32][CH2:31][C@@H:30]1[OH:35])=[O:27])[CH:16]=[C:15]2[CH2:14][N:11]1[CH2:12][CH2:13][C:8]([F:36])([C:4]2[CH:3]=[C:2]([CH3:37])[CH:7]=[CH:6][N:5]=2)[CH2:9][CH2:10]1, predict the reactants needed to synthesize it. The reactants are: Cl[C:2]1[CH:7]=[CH:6][N:5]=[C:4]([C:8]2([F:36])[CH2:13][CH2:12][N:11]([CH2:14][C:15]3[C:24]4[C:19](=[C:20]([F:25])[CH:21]=[CH:22][CH:23]=4)[N:18]=[C:17]([C:26]([NH:28][C@H:29]4[CH2:34][CH2:33][CH2:32][CH2:31][C@@H:30]4[OH:35])=[O:27])[CH:16]=3)[CH2:10][CH2:9]2)[CH:3]=1.[CH3:37][Zn]C. (2) Given the product [C:1]([C:5]1[CH:14]=[C:13]2[C:8]([CH2:9][CH2:10][N:11]([S:15]([CH2:18][CH:19]([N:39]([OH:40])[CH:45]=[O:47])[CH:21]3[CH2:22][CH2:23][O:24][CH2:25][CH2:26]3)(=[O:17])=[O:16])[CH2:12]2)=[CH:7][CH:6]=1)([CH3:2])([CH3:3])[CH3:4], predict the reactants needed to synthesize it. The reactants are: [C:1]([C:5]1[CH:14]=[C:13]2[C:8]([CH2:9][CH2:10][N:11]([S:15]([CH2:18][CH:19]([CH:21]3[CH2:26][CH2:25][O:24][CH2:23][CH2:22]3)O)(=[O:17])=[O:16])[CH2:12]2)=[CH:7][CH:6]=1)([CH3:4])([CH3:3])[CH3:2].CCN(CC)CC.CS(Cl)(=O)=O.[NH2:39][OH:40].C(O[C:45](=[O:47])C)(=O)C. (3) Given the product [CH3:1][C:2]1[CH:3]=[CH:4][C:5]([S:8]([O:11][CH2:12][CH:13]2[O:17][C:16](=[O:18])[N:15]([CH2:19][C:20]3[CH:25]=[CH:24][CH:23]=[CH:22][CH:21]=3)[CH2:14]2)(=[O:10])=[O:9])=[CH:6][CH:7]=1, predict the reactants needed to synthesize it. The reactants are: [CH3:1][C:2]1[CH:7]=[CH:6][C:5]([S:8]([O:11][CH2:12][CH:13]2[O:17][C:16](=[O:18])[N:15]([CH2:19][C:20]3[CH:25]=[CH:24][C:23](F)=[CH:22][CH:21]=3)[CH2:14]2)(=[O:10])=[O:9])=[CH:4][CH:3]=1.C(N1CC(CO)OC1=O)C1C=CC=CC=1.FC1C=CC(CN2CC(CO)OC2=O)=CC=1. (4) Given the product [Br:3][C:4]1[CH:9]=[CH:8][C:7]([C:10]2([C:11]([OH:13])=[O:12])[CH2:18][CH2:17][CH2:16]2)=[CH:6][CH:5]=1, predict the reactants needed to synthesize it. The reactants are: [H-].[Na+].[Br:3][C:4]1[CH:9]=[CH:8][C:7]([CH2:10][C:11]([O:13]C)=[O:12])=[CH:6][CH:5]=1.Br[CH2:16][CH2:17][CH2:18]Br.C(O)(=O)C.